This data is from Forward reaction prediction with 1.9M reactions from USPTO patents (1976-2016). The task is: Predict the product of the given reaction. (1) Given the reactants Cl.[NH2:2][CH2:3][CH2:4][C:5]1[N:6]([CH3:24])[C:7](=[O:23])[C:8]2[C:13]([C:14]=1[C:15]1[CH:20]=[CH:19][CH:18]=[CH:17][CH:16]=1)=[CH:12][C:11]([O:21][CH3:22])=[CH:10][CH:9]=2.C(N(CC)CC)C.[C:32](Cl)(=[O:34])[CH3:33], predict the reaction product. The product is: [CH3:22][O:21][C:11]1[CH:12]=[C:13]2[C:8](=[CH:9][CH:10]=1)[C:7](=[O:23])[N:6]([CH3:24])[C:5]([CH2:4][CH2:3][NH:2][C:32](=[O:34])[CH3:33])=[C:14]2[C:15]1[CH:20]=[CH:19][CH:18]=[CH:17][CH:16]=1. (2) Given the reactants [CH3:1][C:2]1([CH3:14])[CH:10]2[CH:5]([C:6](=O)[CH2:7][CH2:8][CH2:9]2)[C:4]([CH3:13])([CH3:12])[CH2:3]1.CC1(C)C2CCCC(=O)C=2C(C)(C)C1.[H][H].[C:31](O)(=O)C.[CH:35]([NH2:37])=[NH:36], predict the reaction product. The product is: [CH3:12][C:4]1([CH3:13])[CH:5]2[C:6]3[C:7]([CH2:8][CH2:9][CH:10]2[C:2]([CH3:1])([CH3:14])[CH2:3]1)=[CH:31][N:37]=[CH:35][N:36]=3. (3) Given the reactants [F:1][C:2]1[CH:9]=[C:8]([CH:10]([OH:35])[C:11]2[N:12]=[CH:13][N:14]([C:16]([C:29]3[CH:34]=[CH:33][CH:32]=[CH:31][CH:30]=3)([C:23]3[CH:28]=[CH:27][CH:26]=[CH:25][CH:24]=3)[C:17]3[CH:22]=[CH:21][CH:20]=[CH:19][CH:18]=3)[CH:15]=2)[CH:7]=[CH:6][C:3]=1[C:4]#[N:5].N1C=CC=CC=1.[C:42](OC(=O)C)(=[O:44])[CH3:43], predict the reaction product. The product is: [C:4]([C:3]1[CH:6]=[CH:7][C:8]([CH:10]([O:35][C:42](=[O:44])[CH3:43])[C:11]2[N:12]=[CH:13][N:14]([C:16]([C:23]3[CH:24]=[CH:25][CH:26]=[CH:27][CH:28]=3)([C:17]3[CH:22]=[CH:21][CH:20]=[CH:19][CH:18]=3)[C:29]3[CH:34]=[CH:33][CH:32]=[CH:31][CH:30]=3)[CH:15]=2)=[CH:9][C:2]=1[F:1])#[N:5]. (4) Given the reactants [NH2:1][C@@H:2]1[C@@H:7]([O:8][CH2:9][C:10]2[CH:15]=[CH:14][CH:13]=[CH:12][CH:11]=2)[C@H:6]([O:16][CH2:17][C:18]2[CH:23]=[CH:22][CH:21]=[CH:20][CH:19]=2)[C@@H:5]([CH2:24][F:25])[CH2:4][C@@H:3]1[OH:26].C(S[N:30]=[C:31]=O)C.CI.[CH2:35]1[CH2:39]OCC1, predict the reaction product. The product is: [CH2:9]([O:8][C@@H:7]1[C@H:2]2[N:1]=[C:31]([NH:30][CH2:39][CH3:35])[O:26][C@H:3]2[CH2:4][C@H:5]([CH2:24][F:25])[C@H:6]1[O:16][CH2:17][C:18]1[CH:19]=[CH:20][CH:21]=[CH:22][CH:23]=1)[C:10]1[CH:15]=[CH:14][CH:13]=[CH:12][CH:11]=1. (5) Given the reactants [CH3:1][O:2][C:3](=[O:13])[C:4]1[CH:9]=[C:8]([O:10][CH3:11])[N:7]=[C:6](Cl)[CH:5]=1.CN1C(=O)CCC1.[CH2:21]([Mg]Cl)[CH:22]([CH3:24])[CH3:23], predict the reaction product. The product is: [CH3:1][O:2][C:3](=[O:13])[C:4]1[CH:9]=[C:8]([O:10][CH3:11])[N:7]=[C:6]([CH2:21][CH:22]([CH3:24])[CH3:23])[CH:5]=1. (6) Given the reactants [NH2:1][C:2]([C:4]1[CH:5]=[C:6](Br)[CH:7]=[C:8]2[C:12]=1[NH:11][N:10]=[C:9]2[CH:13]1[CH2:18][CH2:17][N:16]([C:19]([O:21][C:22]([CH3:25])([CH3:24])[CH3:23])=[O:20])[CH2:15][CH2:14]1)=[O:3].[F:27][C:28]1[CH:29]=[C:30](B(O)O)[CH:31]=[CH:32][CH:33]=1.C(=O)([O-])[O-].[K+].[K+], predict the reaction product. The product is: [NH2:1][C:2]([C:4]1[CH:5]=[C:6]([C:32]2[CH:31]=[CH:30][CH:29]=[C:28]([F:27])[CH:33]=2)[CH:7]=[C:8]2[C:12]=1[NH:11][N:10]=[C:9]2[CH:13]1[CH2:18][CH2:17][N:16]([C:19]([O:21][C:22]([CH3:25])([CH3:24])[CH3:23])=[O:20])[CH2:15][CH2:14]1)=[O:3]. (7) Given the reactants [CH2:1]1[CH:6]2[CH2:7][O:8][C:9]3[CH:15]=[CH:14][CH:13]=[CH:12][C:10]=3[CH2:11][N:5]2[CH2:4][CH2:3][N:2]1C(OC(C)(C)C)=O.[ClH:23].CO, predict the reaction product. The product is: [ClH:23].[ClH:23].[CH2:1]1[CH:6]2[CH2:7][O:8][C:9]3[CH:15]=[CH:14][CH:13]=[CH:12][C:10]=3[CH2:11][N:5]2[CH2:4][CH2:3][NH:2]1. (8) Given the reactants [N+:1]([C:4]1[CH:12]=[C:11]2[C:7]([CH:8]=[N:9][NH:10]2)=[CH:6][CH:5]=1)([O-:3])=[O:2].C(=O)([O-])[O-].[K+].[K+].Cl.[CH3:20][N:21]([CH3:25])[CH2:22][CH2:23]Cl, predict the reaction product. The product is: [CH3:20][N:21]([CH3:25])[CH2:22][CH2:23][N:10]1[C:11]2[C:7](=[CH:6][CH:5]=[C:4]([N+:1]([O-:3])=[O:2])[CH:12]=2)[CH:8]=[N:9]1. (9) Given the reactants C(=O)([O-])O.[Na+].Cl.[NH2:7][OH:8].[F:9][C:10]([F:26])([F:25])[C:11]1[CH:12]=[C:13]([C:17]2[CH:22]=[CH:21][N:20]=[C:19]([C:23]#[N:24])[CH:18]=2)[CH:14]=[CH:15][CH:16]=1, predict the reaction product. The product is: [F:26][C:10]([F:25])([F:9])[C:11]1[CH:12]=[C:13]([C:17]2[CH:22]=[CH:21][N:20]=[C:19]([C:23](=[N:7][OH:8])[NH2:24])[CH:18]=2)[CH:14]=[CH:15][CH:16]=1. (10) The product is: [CH3:1][S:2]([N:6]1[CH:10]=[CH:9][CH:8]=[C:7]1[C:11]#[N:12])(=[O:4])=[O:3]. Given the reactants [CH3:1][S:2](Cl)(=[O:4])=[O:3].[NH:6]1[CH:10]=[CH:9][CH:8]=[C:7]1[C:11]#[N:12].[Cl-].[Na+], predict the reaction product.